This data is from TCR-epitope binding with 47,182 pairs between 192 epitopes and 23,139 TCRs. The task is: Binary Classification. Given a T-cell receptor sequence (or CDR3 region) and an epitope sequence, predict whether binding occurs between them. (1) The epitope is SSNVANYQK. The TCR CDR3 sequence is CASSPGTPRNTEAFF. Result: 0 (the TCR does not bind to the epitope). (2) The epitope is LLQTGIHVRVSQPSL. The TCR CDR3 sequence is CASSEGFSYEQYF. Result: 1 (the TCR binds to the epitope). (3) The epitope is VSFIEFVGW. The TCR CDR3 sequence is CAISENSAGTDTQYF. Result: 0 (the TCR does not bind to the epitope). (4) The epitope is TPRVTGGGAM. The TCR CDR3 sequence is CASGAGRDRNTDTQYF. Result: 0 (the TCR does not bind to the epitope).